From a dataset of Reaction yield outcomes from USPTO patents with 853,638 reactions. Predict the reaction yield, written as a fraction of the theoretical maximum amount of product (1.0 means a 100% yield; for example, 0.34 means a 34% yield). (1) The product is [C:19]([O:23][C:24]([NH:26][CH2:27][CH2:28][O:29][C:30]1[CH:38]=[C:37]([F:39])[CH:36]=[CH:35][C:31]=1[C:32]([NH:17][C:11]1[CH:12]=[CH:13][C:14]([Cl:16])=[CH:15][C:10]=1[C:9]([NH:8][C:5]1[CH:4]=[CH:3][C:2]([Cl:1])=[CH:7][N:6]=1)=[O:18])=[O:33])=[O:25])([CH3:22])([CH3:20])[CH3:21]. No catalyst specified. The yield is 0.750. The reactants are [Cl:1][C:2]1[CH:3]=[CH:4][C:5]([NH:8][C:9](=[O:18])[C:10]2[CH:15]=[C:14]([Cl:16])[CH:13]=[CH:12][C:11]=2[NH2:17])=[N:6][CH:7]=1.[C:19]([O:23][C:24]([NH:26][CH2:27][CH2:28][O:29][C:30]1[CH:38]=[C:37]([F:39])[CH:36]=[CH:35][C:31]=1[C:32](O)=[O:33])=[O:25])([CH3:22])([CH3:21])[CH3:20]. (2) The reactants are [C:1]1([C:7]2[N:8]=[CH:9][N:10]([CH2:18][O:19][CH2:20][CH2:21][Si:22]([CH3:25])([CH3:24])[CH3:23])[C:11]=2[C:12]2[CH:17]=[CH:16][CH:15]=[CH:14][CH:13]=2)[CH:6]=[CH:5][CH:4]=[CH:3][CH:2]=1.[Li]CCCC.CN([CH:34]=[O:35])C. No catalyst specified. The product is [C:1]1([C:7]2[N:8]=[C:9]([CH:34]=[O:35])[N:10]([CH2:18][O:19][CH2:20][CH2:21][Si:22]([CH3:25])([CH3:24])[CH3:23])[C:11]=2[C:12]2[CH:13]=[CH:14][CH:15]=[CH:16][CH:17]=2)[CH:2]=[CH:3][CH:4]=[CH:5][CH:6]=1. The yield is 0.780. (3) The reactants are [CH2:1]([N:8]1[CH2:13][CH2:12][C:11]2([C:21]3[C:16](=[CH:17][CH:18]=[CH:19][C:20]=3[CH2:22][NH:23][CH:24]3[CH2:28][CH2:27][CH2:26][CH2:25]3)[N:15]([C:29]3[C:30]4[CH:37]([CH:38]([CH3:40])[CH3:39])[CH2:36][CH2:35][C:31]=4[N:32]=[CH:33][N:34]=3)[CH2:14]2)[CH2:10][CH2:9]1)[C:2]1[CH:7]=[CH:6][CH:5]=[CH:4][CH:3]=1.[CH3:41][C:42]([O:45][C:46](O[C:46]([O:45][C:42]([CH3:44])([CH3:43])[CH3:41])=[O:47])=[O:47])([CH3:44])[CH3:43]. The catalyst is C(Cl)Cl.C([O-])(O)=O.[Na+]. The product is [CH2:1]([N:8]1[CH2:13][CH2:12][C:11]2([C:21]3[C:16](=[CH:17][CH:18]=[CH:19][C:20]=3[CH2:22][N:23]([CH:24]3[CH2:28][CH2:27][CH2:26][CH2:25]3)[C:46](=[O:47])[O:45][C:42]([CH3:44])([CH3:43])[CH3:41])[N:15]([C:29]3[C:30]4[CH:37]([CH:38]([CH3:40])[CH3:39])[CH2:36][CH2:35][C:31]=4[N:32]=[CH:33][N:34]=3)[CH2:14]2)[CH2:10][CH2:9]1)[C:2]1[CH:3]=[CH:4][CH:5]=[CH:6][CH:7]=1. The yield is 0.380. (4) The reactants are C1(P(C2C=CC=CC=2)C2C=CC3C(=CC=CC=3)C=2C2C3C(=CC=CC=3)C=CC=2P(C2C=CC=CC=2)C2C=CC=CC=2)C=CC=CC=1.C(=O)([O-])[O-].[Cs+].[Cs+].Br[C:54]1[CH:55]=[C:56]2[C:61](=[CH:62][CH:63]=1)[N:60]=[C:59]([CH3:64])[C:58]([C:65](=[O:70])[C:66]([F:69])([F:68])[F:67])=[C:57]2[C:71]1[CH:76]=[CH:75][CH:74]=[CH:73][CH:72]=1.[NH:77]1[CH2:82][CH2:81][CH2:80][CH2:79][CH2:78]1. The catalyst is CCCCCCC.C(O)(C)(C)C.O1CCOCC1. The product is [F:67][C:66]([F:69])([F:68])[C:65]([C:58]1[C:59]([CH3:64])=[N:60][C:61]2[C:56]([C:57]=1[C:71]1[CH:76]=[CH:75][CH:74]=[CH:73][CH:72]=1)=[CH:55][C:54]([N:77]1[CH2:82][CH2:81][CH2:80][CH2:79][CH2:78]1)=[CH:63][CH:62]=2)=[O:70]. The yield is 0.740. (5) The reactants are C(OC([N:8]1[CH2:13][CH2:12][N:11]([C:14](=[O:28])[C:15]2[CH:20]=[CH:19][C:18]([CH2:21][N:22]3[CH2:27][CH2:26][O:25][CH2:24][CH2:23]3)=[CH:17][CH:16]=2)[CH2:10][CH2:9]1)=O)(C)(C)C.[C:29](OC(N1CCN(C(=O)C2C=CC(C=O)=CC=2)CC1)=O)([CH3:32])(C)[CH3:30].N1CCOCC1.[BH-](OC(C)=O)(OC(C)=O)OC(C)=O.[Na+]. The catalyst is CO. The product is [CH:32]1([N:8]2[CH2:13][CH2:12][N:11]([C:14]([C:15]3[CH:20]=[CH:19][C:18]([CH2:21][N:22]4[CH2:27][CH2:26][O:25][CH2:24][CH2:23]4)=[CH:17][CH:16]=3)=[O:28])[CH2:10][CH2:9]2)[CH2:29][CH2:30]1. The yield is 0.480. (6) The reactants are Cl.[CH3:2][O:3][C:4]([C@@H:6]1[CH2:11][CH2:10][CH:9]=[CH:8][C@@H:7]1[NH2:12])=[O:5].[F:13][C:14]1[CH:21]=[CH:20][C:17]([CH:18]=O)=[CH:16][CH:15]=1.C([O-])(=O)C.[Na+].C([BH3-])#N.[Na+].C(=O)(O)[O-].[Na+]. The catalyst is CO.C(OCC)(=O)C. The product is [CH3:2][O:3][C:4]([C@@H:6]1[CH2:11][CH2:10][CH:9]=[CH:8][C@@H:7]1[NH:12][CH2:18][C:17]1[CH:20]=[CH:21][C:14]([F:13])=[CH:15][CH:16]=1)=[O:5]. The yield is 0.340. (7) The reactants are [C:1]([N:4]1[C:12]2[C:7](=[CH:8][C:9]([C:13](O)=[O:14])=[CH:10][CH:11]=2)[C:6]([C:16]2[CH:21]=[CH:20][C:19]([F:22])=[CH:18][CH:17]=2)=[N:5]1)(=[O:3])[CH3:2].[Cl:23]CCl.C(Cl)(=O)C(Cl)=O. The catalyst is CN(C=O)C. The product is [C:1]([N:4]1[C:12]2[C:7](=[CH:8][C:9]([C:13]([Cl:23])=[O:14])=[CH:10][CH:11]=2)[C:6]([C:16]2[CH:21]=[CH:20][C:19]([F:22])=[CH:18][CH:17]=2)=[N:5]1)(=[O:3])[CH3:2]. The yield is 0.840.